Regression. Given a peptide amino acid sequence and an MHC pseudo amino acid sequence, predict their binding affinity value. This is MHC class II binding data. From a dataset of Peptide-MHC class II binding affinity with 134,281 pairs from IEDB. (1) The peptide sequence is QAMASTEGNVTGMFA. The MHC is DRB1_1501 with pseudo-sequence DRB1_1501. The binding affinity (normalized) is 0. (2) The peptide sequence is PAVKYIEPDMIVNAT. The MHC is HLA-DQA10301-DQB10301 with pseudo-sequence HLA-DQA10301-DQB10301. The binding affinity (normalized) is 0.440. (3) The peptide sequence is GELQIVDTIDAAFKI. The MHC is DRB5_0101 with pseudo-sequence DRB5_0101. The binding affinity (normalized) is 0.655. (4) The peptide sequence is GVSLADWVCLAQHES. The MHC is H-2-IAd with pseudo-sequence H-2-IAd. The binding affinity (normalized) is 0. (5) The peptide sequence is HSRNLINELSERMAG. The MHC is HLA-DPA10201-DPB10101 with pseudo-sequence HLA-DPA10201-DPB10101. The binding affinity (normalized) is 0.324. (6) The peptide sequence is IEENGSMRVFVDVIR. The MHC is DRB1_1302 with pseudo-sequence DRB1_1302. The binding affinity (normalized) is 0.585. (7) The peptide sequence is DCISIGPGSTGLNIT. The MHC is DRB5_0101 with pseudo-sequence DRB5_0101. The binding affinity (normalized) is 0.235. (8) The peptide sequence is AINIFNVEKYGAVGD. The MHC is DRB1_0701 with pseudo-sequence DRB1_0701. The binding affinity (normalized) is 0.456.